From a dataset of Choline transporter screen with 302,306 compounds. Binary Classification. Given a drug SMILES string, predict its activity (active/inactive) in a high-throughput screening assay against a specified biological target. (1) The molecule is Clc1c([N+]([O-])=O)cc(c2oc(C(=S)N3CCOCC3)cc2)cc1. The result is 0 (inactive). (2) The molecule is Brc1ccc(c2nc(sc2)NC(=S)NC(=O)c2occc2)cc1. The result is 0 (inactive). (3) The compound is S(c1n2nc(ccc2nn1)c1ncccc1)CC(=O)Nc1c(OC)cccc1. The result is 0 (inactive). (4) The drug is O(CCCC(C(OCC)=O)C(OCC)=O)c1ccccc1. The result is 0 (inactive).